Dataset: Retrosynthesis with 50K atom-mapped reactions and 10 reaction types from USPTO. Task: Predict the reactants needed to synthesize the given product. (1) Given the product Cc1cccc2c(C(=O)O)cccc12, predict the reactants needed to synthesize it. The reactants are: Cc1cccc2c(C(=O)OC(C)(C)C)cccc12. (2) Given the product O=C(CN1CCNCC1)NC1C2CC3CC(C2)CC1C3, predict the reactants needed to synthesize it. The reactants are: CC(C)(C)OC(=O)N1CCN(CC(=O)NC2C3CC4CC(C3)CC2C4)CC1. (3) Given the product COC(=O)c1c(NC(C)C)cccc1S(=O)(=O)NC(C)(C)C, predict the reactants needed to synthesize it. The reactants are: CC(C)=O.COC(=O)c1c(N)cccc1S(=O)(=O)NC(C)(C)C.